This data is from Peptide-MHC class II binding affinity with 134,281 pairs from IEDB. The task is: Regression. Given a peptide amino acid sequence and an MHC pseudo amino acid sequence, predict their binding affinity value. This is MHC class II binding data. (1) The peptide sequence is MLGARYLEFEALGFL. The MHC is HLA-DQA10601-DQB10402 with pseudo-sequence HLA-DQA10601-DQB10402. The binding affinity (normalized) is 0. (2) The peptide sequence is YAGIRRDGLLLRLVD. The MHC is DRB4_0101 with pseudo-sequence DRB4_0103. The binding affinity (normalized) is 0.364.